From a dataset of NCI-60 drug combinations with 297,098 pairs across 59 cell lines. Regression. Given two drug SMILES strings and cell line genomic features, predict the synergy score measuring deviation from expected non-interaction effect. (1) Drug 1: C1=CN(C(=O)N=C1N)C2C(C(C(O2)CO)O)O.Cl. Drug 2: CCN(CC)CCNC(=O)C1=C(NC(=C1C)C=C2C3=C(C=CC(=C3)F)NC2=O)C. Cell line: MALME-3M. Synergy scores: CSS=27.2, Synergy_ZIP=3.94, Synergy_Bliss=7.96, Synergy_Loewe=-1.71, Synergy_HSA=3.22. (2) Drug 1: C1CCN(CC1)CCOC2=CC=C(C=C2)C(=O)C3=C(SC4=C3C=CC(=C4)O)C5=CC=C(C=C5)O. Drug 2: C1=CN(C(=O)N=C1N)C2C(C(C(O2)CO)O)O.Cl. Cell line: ACHN. Synergy scores: CSS=41.0, Synergy_ZIP=2.29, Synergy_Bliss=2.76, Synergy_Loewe=-24.8, Synergy_HSA=1.63. (3) Cell line: A549. Drug 1: C1CCC(CC1)NC(=O)N(CCCl)N=O. Drug 2: CC1C(C(CC(O1)OC2CC(CC3=C2C(=C4C(=C3O)C(=O)C5=CC=CC=C5C4=O)O)(C(=O)C)O)N)O. Synergy scores: CSS=55.9, Synergy_ZIP=-1.60, Synergy_Bliss=-0.570, Synergy_Loewe=-16.5, Synergy_HSA=1.19. (4) Drug 1: CC1=CC=C(C=C1)C2=CC(=NN2C3=CC=C(C=C3)S(=O)(=O)N)C(F)(F)F. Drug 2: C(CN)CNCCSP(=O)(O)O. Cell line: UACC62. Synergy scores: CSS=-2.76, Synergy_ZIP=0.510, Synergy_Bliss=-0.263, Synergy_Loewe=-1.44, Synergy_HSA=-2.42. (5) Drug 1: CS(=O)(=O)OCCCCOS(=O)(=O)C. Drug 2: CC12CCC3C(C1CCC2OP(=O)(O)O)CCC4=C3C=CC(=C4)OC(=O)N(CCCl)CCCl.[Na+]. Cell line: OVCAR-5. Synergy scores: CSS=28.7, Synergy_ZIP=-10.7, Synergy_Bliss=-1.62, Synergy_Loewe=-2.76, Synergy_HSA=-0.990.